This data is from Catalyst prediction with 721,799 reactions and 888 catalyst types from USPTO. The task is: Predict which catalyst facilitates the given reaction. Reactant: C1(P(C2C=CC=CC=2)(C2C=CC=CC=2)(OCC)OCC)C=CC=CC=1.O[CH2:27][CH2:28][C:29]1([SH:40])[CH2:32][N:31]([C:33]([O:35][C:36]([CH3:39])([CH3:38])[CH3:37])=[O:34])[CH2:30]1.CCOC(C)=O. Product: [S:40]1[C:29]2([CH2:32][N:31]([C:33]([O:35][C:36]([CH3:39])([CH3:38])[CH3:37])=[O:34])[CH2:30]2)[CH2:28][CH2:27]1. The catalyst class is: 11.